From a dataset of Reaction yield outcomes from USPTO patents with 853,638 reactions. Predict the reaction yield, written as a fraction of the theoretical maximum amount of product (1.0 means a 100% yield; for example, 0.34 means a 34% yield). The reactants are [OH:1][CH2:2][C@H:3]1[CH2:8][CH2:7][CH2:6][N:5]([C:9](=[O:14])[CH2:10][CH:11]([CH3:13])[CH3:12])[CH2:4]1.[H-].[Na+].[NH2:17][C:18]1[CH:25]=[CH:24][CH:23]=[C:22](F)[C:19]=1[C:20]#[N:21]. The catalyst is C1COCC1. The product is [NH2:17][C:18]1[CH:25]=[CH:24][CH:23]=[C:22]([O:1][CH2:2][C@H:3]2[CH2:8][CH2:7][CH2:6][N:5]([C:9](=[O:14])[CH2:10][CH:11]([CH3:12])[CH3:13])[CH2:4]2)[C:19]=1[C:20]#[N:21]. The yield is 0.839.